This data is from Forward reaction prediction with 1.9M reactions from USPTO patents (1976-2016). The task is: Predict the product of the given reaction. Given the reactants Br[C:2]1[C:7](=[O:8])[N:6]([CH3:9])[C:5]2[N:10]([C:13]3[C:18]([F:19])=[CH:17][CH:16]=[CH:15][C:14]=3[F:20])[N:11]=[CH:12][C:4]=2[CH:3]=1.C([O:24][CH2:25][C:26]1[CH:35]=[CH:34][C:29]([C:30]([O:32]C)=[O:31])=[CH:28][C:27]=1B1OC(C)(C)C(C)(C)O1)(=O)C.O1CCOCC1.C([O-])([O-])=O.[Na+].[Na+], predict the reaction product. The product is: [F:20][C:14]1[CH:15]=[CH:16][CH:17]=[C:18]([F:19])[C:13]=1[N:10]1[C:5]2[N:6]([CH3:9])[C:7](=[O:8])[C:2]([C:35]3[CH:34]=[C:29]([CH:28]=[CH:27][C:26]=3[CH2:25][OH:24])[C:30]([OH:32])=[O:31])=[CH:3][C:4]=2[CH:12]=[N:11]1.